Dataset: NCI-60 drug combinations with 297,098 pairs across 59 cell lines. Task: Regression. Given two drug SMILES strings and cell line genomic features, predict the synergy score measuring deviation from expected non-interaction effect. Drug 1: C1CN1C2=NC(=NC(=N2)N3CC3)N4CC4. Drug 2: CC12CCC3C(C1CCC2OP(=O)(O)O)CCC4=C3C=CC(=C4)OC(=O)N(CCCl)CCCl.[Na+]. Cell line: RPMI-8226. Synergy scores: CSS=43.4, Synergy_ZIP=-3.84, Synergy_Bliss=-10.2, Synergy_Loewe=-42.8, Synergy_HSA=-8.02.